Task: Predict the reactants needed to synthesize the given product.. Dataset: Full USPTO retrosynthesis dataset with 1.9M reactions from patents (1976-2016) (1) Given the product [OH:7][C:6]1[C:5]2[C:4](=[CH:3][C:2]([F:1])=[C:10]([F:11])[CH:9]=2)[N:12]=[CH:17][N:18]=1, predict the reactants needed to synthesize it. The reactants are: [F:1][C:2]1[CH:3]=[C:4]([NH2:12])[C:5](=[CH:9][C:10]=1[F:11])[C:6](O)=[O:7].C(O)(=O)C.[CH:17](N)=[NH:18]. (2) Given the product [F:25][C:26]1[CH:27]=[CH:28][C:29]2[N:33]=[C:32]([CH:34]3[CH2:35][CH2:36][N:37]([CH2:20][C:19]4[CH:22]=[CH:23][C:16]([C:8]5[C:7]([C:1]6[CH:6]=[CH:5][CH:4]=[CH:3][CH:2]=6)=[CH:12][N:11]6[N:13]=[CH:14][CH:15]=[C:10]6[N:9]=5)=[CH:17][CH:18]=4)[CH2:38][CH2:39]3)[NH:31][C:30]=2[CH:40]=1, predict the reactants needed to synthesize it. The reactants are: [C:1]1([C:7]2[C:8]([C:16]3[CH:23]=[CH:22][C:19]([CH:20]=O)=[CH:18][CH:17]=3)=[N:9][C:10]3[N:11]([N:13]=[CH:14][CH:15]=3)[CH:12]=2)[CH:6]=[CH:5][CH:4]=[CH:3][CH:2]=1.Cl.[F:25][C:26]1[CH:27]=[CH:28][C:29]2[N:33]=[C:32]([CH:34]3[CH2:39][CH2:38][NH:37][CH2:36][CH2:35]3)[NH:31][C:30]=2[CH:40]=1.[BH-](OC(C)=O)(OC(C)=O)OC(C)=O.[Na+].